This data is from CYP2C19 inhibition data for predicting drug metabolism from PubChem BioAssay. The task is: Regression/Classification. Given a drug SMILES string, predict its absorption, distribution, metabolism, or excretion properties. Task type varies by dataset: regression for continuous measurements (e.g., permeability, clearance, half-life) or binary classification for categorical outcomes (e.g., BBB penetration, CYP inhibition). Dataset: cyp2c19_veith. (1) The compound is Cc1cc(C)c(-c2cc([C@H](C)O/N=C3\[C@@H]4CCn5c(=O)n(-c6ccccc6)c(=O)n5[C@H]4[C@H](O)[C@H]4O[C@H]34)on2)c(C)c1. The result is 0 (non-inhibitor). (2) The molecule is CC(=O)Nc1cccc(N2C(=O)CCC2=O)c1. The result is 0 (non-inhibitor).